From a dataset of Catalyst prediction with 721,799 reactions and 888 catalyst types from USPTO. Predict which catalyst facilitates the given reaction. (1) Reactant: [F:1][C:2]([F:10])([F:9])[CH:3]([OH:8])[C:4]([F:7])([F:6])[F:5].Cl[C:12](Cl)([O:14]C(=O)OC(Cl)(Cl)Cl)Cl.C(N(CC)C(C)C)(C)C.[Cl:32][C:33]1[CH:38]=[CH:37][CH:36]=[C:35]([N:39]2[CH2:43][CH2:42][CH2:41][CH2:40]2)[C:34]=1[CH2:44][N:45]1[CH2:50][CH2:49][NH:48][CH2:47][CH2:46]1. Product: [F:1][C:2]([F:10])([F:9])[CH:3]([O:8][C:12]([N:48]1[CH2:47][CH2:46][N:45]([CH2:44][C:34]2[C:35]([N:39]3[CH2:40][CH2:41][CH2:42][CH2:43]3)=[CH:36][CH:37]=[CH:38][C:33]=2[Cl:32])[CH2:50][CH2:49]1)=[O:14])[C:4]([F:7])([F:6])[F:5]. The catalyst class is: 229. (2) Reactant: [NH2:1][C:2]1[CH:3]=[C:4]([C:8]2[N:9]=[C:10]([NH:24][CH2:25][C:26]3[CH:31]=[CH:30][CH:29]=[CH:28][N:27]=3)[C:11]3[C:16]([CH:17]=2)=[CH:15][CH:14]=[CH:13][C:12]=3[C:18]2[CH:23]=[CH:22][CH:21]=[CH:20][CH:19]=2)[CH:5]=[N:6][CH:7]=1.N1C=CC=CC=1.[C:38](Cl)(=[O:40])[CH3:39]. Product: [C:18]1([C:12]2[CH:13]=[CH:14][CH:15]=[C:16]3[C:11]=2[C:10]([NH:24][CH2:25][C:26]2[CH:31]=[CH:30][CH:29]=[CH:28][N:27]=2)=[N:9][C:8]([C:4]2[CH:3]=[C:2]([NH:1][C:38](=[O:40])[CH3:39])[CH:7]=[N:6][CH:5]=2)=[CH:17]3)[CH:23]=[CH:22][CH:21]=[CH:20][CH:19]=1. The catalyst class is: 34.